This data is from Full USPTO retrosynthesis dataset with 1.9M reactions from patents (1976-2016). The task is: Predict the reactants needed to synthesize the given product. (1) Given the product [F:49][C:48]([F:51])([F:50])[S:45]([O:15][C:14]1[CH2:16][CH:9]2[N:8]([C:6]([O:5][C:2]([CH3:1])([CH3:3])[CH3:4])=[O:7])[CH:12]([CH:13]=1)[CH2:11][CH2:10]2)(=[O:47])=[O:46], predict the reactants needed to synthesize it. The reactants are: [CH3:1][C:2]([O:5][C:6]([N:8]1[C@@H:12]2[CH2:13][C:14]([CH2:16][C@H:9]1[CH2:10][CH2:11]2)=[O:15])=[O:7])([CH3:4])[CH3:3].[Li+].CC([N-]C(C)C)C.C1COCC1.C(C1C=CC=CC=1)C.C1C=CC(N([S:45]([C:48]([F:51])([F:50])[F:49])(=[O:47])=[O:46])[S:45]([C:48]([F:51])([F:50])[F:49])(=[O:47])=[O:46])=CC=1. (2) Given the product [F:20][C:21]1[C:26]([F:27])=[CH:25][CH:24]=[CH:23][C:22]=1[C:2]1[CH:3]=[N:4][C:5]2[N:6]([CH:8]=[C:9]([CH2:11][O:12][C:13]3[CH:18]=[C:17]([F:19])[CH:16]=[CH:15][N:14]=3)[N:10]=2)[CH:7]=1, predict the reactants needed to synthesize it. The reactants are: Br[C:2]1[CH:3]=[N:4][C:5]2[N:6]([CH:8]=[C:9]([CH2:11][O:12][C:13]3[CH:18]=[C:17]([F:19])[CH:16]=[CH:15][N:14]=3)[N:10]=2)[CH:7]=1.[F:20][C:21]1[C:26]([F:27])=[CH:25][CH:24]=[CH:23][C:22]=1B(O)O.